The task is: Regression. Given a peptide amino acid sequence and an MHC pseudo amino acid sequence, predict their binding affinity value. This is MHC class I binding data.. This data is from Peptide-MHC class I binding affinity with 185,985 pairs from IEDB/IMGT. (1) The peptide sequence is LLSQYVDDA. The MHC is HLA-A02:01 with pseudo-sequence HLA-A02:01. The binding affinity (normalized) is 0.0707. (2) The peptide sequence is AAASSLLYK. The MHC is HLA-A02:06 with pseudo-sequence HLA-A02:06. The binding affinity (normalized) is 0.0106. (3) The peptide sequence is LQWDDNIPEL. The MHC is HLA-A02:02 with pseudo-sequence HLA-A02:02. The binding affinity (normalized) is 0.520. (4) The peptide sequence is VEIPNRIVF. The MHC is HLA-A69:01 with pseudo-sequence HLA-A69:01. The binding affinity (normalized) is 0.0847. (5) The peptide sequence is KASTISWMM. The MHC is HLA-A02:03 with pseudo-sequence HLA-A02:03. The binding affinity (normalized) is 0.416. (6) The binding affinity (normalized) is 0.0847. The peptide sequence is KECVDGTLL. The MHC is HLA-B15:17 with pseudo-sequence HLA-B15:17.